Predict the reactants needed to synthesize the given product. From a dataset of Full USPTO retrosynthesis dataset with 1.9M reactions from patents (1976-2016). (1) Given the product [ClH:1].[S:32]1[C:41]2[CH:40]=[C:39]([CH2:42][NH:3][CH:4]3[CH2:5][CH2:6][N:7]([CH2:10][C@H:11]4[N:21]5[C:22]6[N:13]([C:14](=[O:24])[CH:15]=[CH:16][C:17]=6[CH:18]=[CH:19][C:20]5=[O:23])[CH2:12]4)[CH2:8][CH2:9]3)[N:38]=[CH:37][C:36]=2[O:35][CH2:34][CH2:33]1, predict the reactants needed to synthesize it. The reactants are: [ClH:1].Cl.[NH2:3][CH:4]1[CH2:9][CH2:8][N:7]([CH2:10][C@H:11]2[N:21]3[C:22]4[N:13]([C:14](=[O:24])[CH:15]=[CH:16][C:17]=4[CH:18]=[CH:19][C:20]3=[O:23])[CH2:12]2)[CH2:6][CH2:5]1.C(N(CC)CC)C.[S:32]1[C:41]2[CH:40]=[C:39]([CH:42]=O)[N:38]=[CH:37][C:36]=2[O:35][CH2:34][CH2:33]1.[BH-](OC(C)=O)(OC(C)=O)OC(C)=O.[Na+].C([O-])(O)=O.[Na+]. (2) Given the product [Br:25][C:24]1[CH:23]=[N:22][N:21]2[C:16]([NH:15][CH2:14][CH:11]3[CH2:10][CH2:9][NH:8][CH2:13][CH2:12]3)=[CH:17][C:18]([C:26]3[CH:31]=[CH:30][CH:29]=[CH:28][C:27]=3[Cl:32])=[N:19][C:20]=12, predict the reactants needed to synthesize it. The reactants are: C(OC([N:8]1[CH2:13][CH2:12][CH:11]([CH2:14][NH:15][C:16]2[N:21]3[N:22]=[CH:23][C:24]([Br:25])=[C:20]3[N:19]=[C:18]([C:26]3[CH:31]=[CH:30][CH:29]=[CH:28][C:27]=3[Cl:32])[CH:17]=2)[CH2:10][CH2:9]1)=O)(C)(C)C.S(=O)(=O)(O)O. (3) Given the product [F:1][C:2]1[CH:7]=[CH:6][C:5]([C:8]([N:10]2[CH2:15][CH2:14][CH2:13][C@H:12]([N:25]3[N:26]=[N:27][C:23]([C:19]4[CH:18]=[C:17]([CH3:28])[CH:22]=[CH:21][CH:20]=4)=[N:24]3)[CH2:11]2)=[O:9])=[CH:4][CH:3]=1, predict the reactants needed to synthesize it. The reactants are: [F:1][C:2]1[CH:7]=[CH:6][C:5]([C:8]([N:10]2[CH2:15][CH2:14][CH2:13][C@@H:12](O)[CH2:11]2)=[O:9])=[CH:4][CH:3]=1.[C:17]1([CH3:28])[CH:22]=[CH:21][CH:20]=[C:19]([C:23]2[NH:27][N:26]=[N:25][N:24]=2)[CH:18]=1. (4) Given the product [CH2:19]([C:20]([NH2:15])=[O:22])[CH2:18][CH2:17][CH2:16][CH2:1][CH2:2][CH2:3][CH2:4][CH2:5][CH2:6][CH2:7][CH3:8].[NH+:23]1[CH:29]=[CH:30][CH:31]=[CH:26][CH:27]=1.[Br-:14], predict the reactants needed to synthesize it. The reactants are: [CH3:1][CH2:2][CH2:3][CH2:4][CH2:5][CH2:6][CH2:7][CH2:8]CCCC([Br:14])=O.[NH+:15]1[CH:20]=[CH:19][CH:18]=[CH:17][CH:16]=1.O.[OH:22][N:23]1[C:27]2C=[CH:29][CH:30]=[CH:31][C:26]=2N=N1.C(N(CC)CC)C.Cl. (5) Given the product [OH:18][C:19]([C:4]1[S:3][C:2]([CH3:1])=[N:6][CH:5]=1)([CH3:25])[C:20]([O:22][CH2:23][CH3:24])=[O:21], predict the reactants needed to synthesize it. The reactants are: [CH3:1][C:2]1[S:3][CH:4]=[CH:5][N:6]=1.C([Li])CCC.CCCCCC.[O:18]=[C:19]([CH3:25])[C:20]([O:22][CH2:23][CH3:24])=[O:21].[Cl-].[NH4+]. (6) Given the product [CH3:23][C:3]1[C:2]([CH3:24])=[CH:7][N:6]=[C:5]([NH:8][C:16](=[O:17])[O:18][C:19]([CH3:20])([CH3:21])[CH3:22])[CH:4]=1, predict the reactants needed to synthesize it. The reactants are: Br[C:2]1[C:3]([CH3:23])=[CH:4][C:5]([N:8]([C:16]([O:18][C:19]([CH3:22])([CH3:21])[CH3:20])=[O:17])C(OC(C)(C)C)=O)=[N:6][CH:7]=1.[CH3:24]B1OB(C)OB(C)O1.C([O-])([O-])=O.[Cs+].[Cs+]. (7) Given the product [CH3:17][C:11]1[C:12](=[O:13])[N:3]2[CH:4]=[CH:5][CH:6]=[CH:7][C:2]2=[N:1][C:10]=1[C:9]([F:20])([F:19])[F:8], predict the reactants needed to synthesize it. The reactants are: [NH2:1][C:2]1[CH:7]=[CH:6][CH:5]=[CH:4][N:3]=1.[F:8][C:9]([F:20])([F:19])[C:10](=O)[CH:11]([CH3:17])[C:12](OCC)=[O:13].[OH-].[Na+].